Dataset: Forward reaction prediction with 1.9M reactions from USPTO patents (1976-2016). Task: Predict the product of the given reaction. (1) Given the reactants C(OC(OCC)C[NH:6][C:7]1[C:8]2[C:15]([C:16]3[CH:21]=[CH:20][CH:19]=[CH:18][CH:17]=3)=[C:14]([C:22]3[CH:27]=[CH:26][C:25]([O:28][CH2:29][CH2:30][N:31]([CH3:33])[CH3:32])=[CH:24][CH:23]=3)[NH:13][C:9]=2[N:10]=[CH:11][N:12]=1)C.[CH:37]([SH:40])([SH:39])[CH3:38].[C:41]1(C)C=CC=C[CH:42]=1, predict the reaction product. The product is: [CH3:33][N:31]([CH3:32])[CH2:30][CH2:29][O:28][C:25]1[CH:24]=[CH:23][C:22]([C:14]2[NH:13][C:9]3[N:10]=[CH:11][N:12]=[C:7]([NH:6][CH2:38][CH:37]4[S:40][CH2:42][CH2:41][S:39]4)[C:8]=3[C:15]=2[C:16]2[CH:21]=[CH:20][CH:19]=[CH:18][CH:17]=2)=[CH:27][CH:26]=1. (2) Given the reactants [F:1][C:2]([F:9])([F:8])[C:3]1[CH:4]=[N:5][NH:6][CH:7]=1.C=O.[CH2:12](N(CC)CC)C.[C:19]1([CH3:39])[CH:24]=[CH:23][C:22]([S:25]([O:28]S(C2C=CC(C)=CC=2)(=O)=O)(=[O:27])=[O:26])=[CH:21][CH:20]=1.C(=O)([O-])[O-].[Na+].[Na+], predict the reaction product. The product is: [CH3:39][C:19]1[CH:24]=[CH:23][C:22]([S:25]([O:28][CH2:12][N:5]2[CH:4]=[C:3]([C:2]([F:9])([F:8])[F:1])[CH:7]=[N:6]2)(=[O:27])=[O:26])=[CH:21][CH:20]=1.